Dataset: Forward reaction prediction with 1.9M reactions from USPTO patents (1976-2016). Task: Predict the product of the given reaction. (1) Given the reactants [NH2:1][C:2]1[C:7]2=[N:8][C:9]([C:21]([O:23][CH3:24])=[O:22])=[C:10]([O:13][CH2:14][C:15]3[CH:20]=[CH:19][CH:18]=[CH:17][CH:16]=3)[C:11](=[O:12])[N:6]2[CH:5]=[C:4]([N:25]2[CH2:30][CH2:29][O:28][CH2:27][CH2:26]2)[CH:3]=1.[C:31](Cl)([CH3:33])=[O:32].O, predict the reaction product. The product is: [C:31]([NH:1][C:2]1[C:7]2=[N:8][C:9]([C:21]([O:23][CH3:24])=[O:22])=[C:10]([O:13][CH2:14][C:15]3[CH:20]=[CH:19][CH:18]=[CH:17][CH:16]=3)[C:11](=[O:12])[N:6]2[CH:5]=[C:4]([N:25]2[CH2:30][CH2:29][O:28][CH2:27][CH2:26]2)[CH:3]=1)(=[O:32])[CH3:33]. (2) Given the reactants [OH:1][CH2:2][C@H:3]1[N:13]2[C:14]3[N:5]([C:6](=[O:16])[CH2:7][CH2:8][C:9]=3[CH:10]=[CH:11][C:12]2=[O:15])[CH2:4]1.C(N(CC)CC)C.[CH3:24][S:25](Cl)(=[O:27])=[O:26].C(=O)(O)[O-], predict the reaction product. The product is: [CH3:24][S:25]([O:1][CH2:2][C@H:3]1[N:13]2[C:14]3[N:5]([C:6](=[O:16])[CH2:7][CH2:8][C:9]=3[CH:10]=[CH:11][C:12]2=[O:15])[CH2:4]1)(=[O:27])=[O:26]. (3) Given the reactants C(OC([N:11]1[CH2:16][CH2:15][CH:14]([CH2:17][CH:18]([C:20]2[CH:25]=[CH:24][C:23]([C@@H:26]([NH:28][C:29]3[N:34]=[C:33]([C:35]4[N:39]5[CH:40]=[CH:41][CH:42]=[C:43]([CH3:44])[C:38]5=[N:37][CH:36]=4)[C:32]([C:45]#[N:46])=[CH:31][N:30]=3)[CH3:27])=[CH:22][CH:21]=2)[OH:19])[CH2:13][CH2:12]1)=O)C1C=CC=CC=1, predict the reaction product. The product is: [OH:19][CH:18]([C:20]1[CH:21]=[CH:22][C:23]([C@@H:26]([NH:28][C:29]2[N:34]=[C:33]([C:35]3[N:39]4[CH:40]=[CH:41][CH:42]=[C:43]([CH3:44])[C:38]4=[N:37][CH:36]=3)[C:32]([C:45]#[N:46])=[CH:31][N:30]=2)[CH3:27])=[CH:24][CH:25]=1)[CH2:17][CH:14]1[CH2:15][CH2:16][NH:11][CH2:12][CH2:13]1. (4) Given the reactants [F:1][CH2:2][CH:3]([NH:14][O:15][CH3:16])[CH2:4][C:5]1[C:10]([Cl:11])=[CH:9][C:8]([Cl:12])=[CH:7][C:6]=1[Cl:13].C(N(CC)CC)C.[CH3:24][N:25]1[CH:29]=[C:28]([C:30](Cl)=[O:31])[C:27]([C:33]([F:36])([F:35])[F:34])=[N:26]1, predict the reaction product. The product is: [F:1][CH2:2][CH:3]([N:14]([O:15][CH3:16])[C:30]([C:28]1[C:27]([C:33]([F:36])([F:35])[F:34])=[N:26][N:25]([CH3:24])[CH:29]=1)=[O:31])[CH2:4][C:5]1[C:6]([Cl:13])=[CH:7][C:8]([Cl:12])=[CH:9][C:10]=1[Cl:11].